This data is from Forward reaction prediction with 1.9M reactions from USPTO patents (1976-2016). The task is: Predict the product of the given reaction. (1) The product is: [F:9][C:10]1[N:15]=[C:14]([N:16]2[C:20]([N:21]3[CH2:26][CH2:25][N:24]([C:27]([O:29][C:30]([CH3:33])([CH3:32])[CH3:31])=[O:28])[CH2:23][CH2:22]3)=[N:19][N:18]=[N:17]2)[CH:13]=[CH:12][CH:11]=1.[NH2:34][C:37]1[N:42]=[C:41]([N:43]2[C:47]([N:48]3[CH2:53][CH2:52][N:51]([C:54]([O:56][C:57]([CH3:60])([CH3:59])[CH3:58])=[O:55])[CH2:50][CH2:49]3)=[N:46][N:45]=[N:44]2)[CH:40]=[CH:39][CH:38]=1. Given the reactants NC1C=CC=C(F)N=1.[F:9][C:10]1[N:15]=[C:14]([N:16]2[C:20]([N:21]3[CH2:26][CH2:25][N:24]([C:27]([O:29][C:30]([CH3:33])([CH3:32])[CH3:31])=[O:28])[CH2:23][CH2:22]3)=[N:19][N:18]=[N:17]2)[CH:13]=[CH:12][CH:11]=1.[N:34]([C:37]1[N:42]=[C:41]([N:43]2[C:47]([N:48]3[CH2:53][CH2:52][N:51]([C:54]([O:56][C:57]([CH3:60])([CH3:59])[CH3:58])=[O:55])[CH2:50][CH2:49]3)=[N:46][N:45]=[N:44]2)[CH:40]=[CH:39][CH:38]=1)=[N+]=[N-].[BH4-].[Na+], predict the reaction product. (2) The product is: [CH2:18]([O:1][C:2]1[CH:3]=[C:4]([C:8]2[CH:17]=[CH:16][C:11]([C:12]([O:14][CH3:15])=[O:13])=[CH:10][CH:9]=2)[CH:5]=[CH:6][CH:7]=1)[C:19]1[CH:24]=[CH:23][CH:22]=[CH:21][CH:20]=1. Given the reactants [OH:1][C:2]1[CH:3]=[C:4]([C:8]2[CH:17]=[CH:16][C:11]([C:12]([O:14][CH3:15])=[O:13])=[CH:10][CH:9]=2)[CH:5]=[CH:6][CH:7]=1.[CH2:18](Br)[C:19]1[CH:24]=[CH:23][CH:22]=[CH:21][CH:20]=1.C([O-])([O-])=O.[K+].[K+], predict the reaction product. (3) Given the reactants C([Mg]Cl)(C)(C)C.[Cl:7][C:8]1[CH:13]=[C:12]([O:14][CH3:15])[CH:11]=[CH:10][C:9]=1[CH2:16][C:17]([OH:19])=O.[N:20]1[C:29]2[C:24](=[CH:25][C:26](C(OC)=O)=[CH:27][CH:28]=2)[N:23]=[CH:22][CH:21]=1.Cl, predict the reaction product. The product is: [Cl:7][C:8]1[CH:13]=[C:12]([O:14][CH3:15])[CH:11]=[CH:10][C:9]=1[CH2:16][C:17]([C:27]1[CH:28]=[C:29]2[C:24](=[CH:25][CH:26]=1)[N:23]=[CH:22][CH:21]=[N:20]2)=[O:19]. (4) Given the reactants [CH3:1][O:2][C:3]1[CH:8]=[CH:7][CH:6]=[CH:5][C:4]=1[CH2:9][C:10]([O:12][CH3:13])=[O:11].C1COCC1.C([N-]C(C)C)(C)C.[Li+].[CH2:27](Br)[C:28]1[CH:33]=[CH:32][CH:31]=[CH:30][CH:29]=1, predict the reaction product. The product is: [CH3:1][O:2][C:3]1[CH:8]=[CH:7][CH:6]=[CH:5][C:4]=1[CH:9]([CH2:27][C:28]1[CH:33]=[CH:32][CH:31]=[CH:30][CH:29]=1)[C:10]([O:12][CH3:13])=[O:11]. (5) Given the reactants CO[C:3]1[CH:12]=[CH:11][CH:10]=[C:9]2[C:4]=1[CH:5]=[CH:6]C=[C:8]2[NH:13][CH3:14].[CH3:15][CH:16]([CH3:20])[CH2:17]C=O.[C:21](O)(=O)[CH3:22].[BH-](O[C:35]([CH3:37])=O)(OC(C)=O)OC(C)=O.[Na+].[C:39]([O-])(O)=O.[Na+].C[CH2:45][O:46][C:47]([CH3:49])=O, predict the reaction product. The product is: [CH3:45][O:46][C:47]1[CH:49]=[CH:6][CH:5]=[C:4]2[C:3]=1[CH:12]=[CH:11][CH:10]=[C:9]2[CH2:8][N:13]([CH2:35][CH2:37][CH:21]([CH3:22])[CH3:39])[CH2:14][CH2:15][CH:16]([CH3:20])[CH3:17]. (6) Given the reactants [C:1]([O:5][C:6](=[O:16])[NH:7][CH:8]1[CH2:11][C:10]2([CH2:14][CH:13]([OH:15])[CH2:12]2)[CH2:9]1)([CH3:4])([CH3:3])[CH3:2].CC(OI1(OC(C)=O)(OC(C)=O)OC(=O)C2C=CC=CC1=2)=O.C(=O)(O)[O-].[Na+], predict the reaction product. The product is: [C:1]([O:5][C:6](=[O:16])[NH:7][CH:8]1[CH2:11][C:10]2([CH2:14][C:13](=[O:15])[CH2:12]2)[CH2:9]1)([CH3:4])([CH3:2])[CH3:3]. (7) Given the reactants Cl[C:2]1[N:7]=[C:6]([NH:8][C:9]2[CH:14]=[CH:13][C:12]([O:15][CH3:16])=[CH:11][CH:10]=2)[C:5]([N+:17]([O-:19])=[O:18])=[CH:4][N:3]=1.[NH2:20][C:21]1[CH:22]=[N:23][N:24]([CH:26]2[CH2:31][CH2:30][N:29]([C:32]([O:34][C:35]([CH3:38])([CH3:37])[CH3:36])=[O:33])[CH2:28][CH2:27]2)[CH:25]=1.CCN(C(C)C)C(C)C, predict the reaction product. The product is: [C:35]([O:34][C:32]([N:29]1[CH2:28][CH2:27][CH:26]([N:24]2[CH:25]=[C:21]([NH:20][C:2]3[N:7]=[C:6]([NH:8][C:9]4[CH:14]=[CH:13][C:12]([O:15][CH3:16])=[CH:11][CH:10]=4)[C:5]([N+:17]([O-:19])=[O:18])=[CH:4][N:3]=3)[CH:22]=[N:23]2)[CH2:31][CH2:30]1)=[O:33])([CH3:38])([CH3:36])[CH3:37].